This data is from Forward reaction prediction with 1.9M reactions from USPTO patents (1976-2016). The task is: Predict the product of the given reaction. (1) Given the reactants [Br:1][C:2]1[C:8]([Cl:9])=[C:7]([Br:10])[CH:6]=[C:5]([Cl:11])[C:3]=1N.N(OC(C)(C)C)=O, predict the reaction product. The product is: [Br:1][C:2]1[CH:3]=[C:5]([Cl:11])[CH:6]=[C:7]([Br:10])[C:8]=1[Cl:9]. (2) Given the reactants [NH2:1][C:2]1[CH:3]=[C:4]([N:17]([CH3:26])[C:18](=[O:25])[C:19]2[CH:24]=[CH:23][CH:22]=[CH:21][CH:20]=2)[CH:5]=[CH:6][C:7]=1[NH:8][CH2:9][CH2:10][C:11]1[CH:12]=[N:13][CH:14]=[CH:15][CH:16]=1.[CH2:27]([O:34][C:35]([NH:37]NC(=N[NH:37][C:35]([O:34][CH2:27][C:28]1[CH:33]=[CH:32][CH:31]=[CH:30][CH:29]=1)=[O:36])SC)=[O:36])[C:28]1[CH:33]=[CH:32][CH:31]=[CH:30][CH:29]=1.[C:54]1(C)C=CC(S(O)(=O)=O)=CC=1, predict the reaction product. The product is: [CH2:27]([O:34][C:35](=[O:36])[NH:37][C:54]1[N:8]([CH2:9][CH2:10][C:11]2[CH:12]=[N:13][CH:14]=[CH:15][CH:16]=2)[C:7]2[CH:6]=[CH:5][C:4]([N:17]([C:18](=[O:25])[C:19]3[CH:20]=[CH:21][CH:22]=[CH:23][CH:24]=3)[CH3:26])=[CH:3][C:2]=2[N:1]=1)[C:28]1[CH:29]=[CH:30][CH:31]=[CH:32][CH:33]=1. (3) Given the reactants [CH2:1]([O:3][C:4](=[O:20])[C:5](O)([C:10]1[CH:15]=[C:14]([CH3:16])[C:13]([OH:17])=[C:12]([CH3:18])[CH:11]=1)[C:6]([F:9])([F:8])[F:7])[CH3:2].N1C=CC=CC=1, predict the reaction product. The product is: [CH2:1]([O:3][C:4](=[O:20])[C:5](=[C:10]1[CH:15]=[C:14]([CH3:16])[C:13](=[O:17])[C:12]([CH3:18])=[CH:11]1)[C:6]([F:7])([F:8])[F:9])[CH3:2].